Predict the reaction yield, written as a fraction of the theoretical maximum amount of product (1.0 means a 100% yield; for example, 0.34 means a 34% yield). From a dataset of Reaction yield outcomes from USPTO patents with 853,638 reactions. (1) The reactants are [Br:1][C:2]1[CH:7]=[CH:6][C:5]([CH2:8]Br)=[CH:4][CH:3]=1.[CH2:10]([NH2:12])[CH3:11]. No catalyst specified. The product is [Br:1][C:2]1[CH:7]=[CH:6][C:5]([CH2:8][NH:12][CH2:10][CH3:11])=[CH:4][CH:3]=1. The yield is 0.750. (2) The reactants are [CH3:1][N:2]([CH3:16])[S:3]([C:6]1[CH:13]=[CH:12][C:9]([CH2:10]O)=[CH:8][C:7]=1[O:14][CH3:15])(=[O:5])=[O:4].S(Cl)([Cl:19])=O. The catalyst is C(Cl)Cl. The product is [CH3:1][N:2]([CH3:16])[S:3]([C:6]1[CH:13]=[CH:12][C:9]([CH2:10][Cl:19])=[CH:8][C:7]=1[O:14][CH3:15])(=[O:5])=[O:4]. The yield is 0.990. (3) The reactants are [C:1]([C:3]1([OH:10])[CH2:9][CH2:8][CH2:7][CH2:6][CH2:5][CH2:4]1)#[CH:2].C(N(CC)CC)C.Br[C:19]1[CH:40]=[CH:39][C:22]([C:23]([NH:25][S:26]([C:29]2[CH:34]=[CH:33][CH:32]=[CH:31][C:30]=2[S:35](=[O:38])(=[O:37])[NH2:36])(=[O:28])=[O:27])=[O:24])=[CH:21][C:20]=1[O:41][CH:42]([CH3:44])[CH3:43]. The catalyst is CN(C)C=O.C1C=CC([P]([Pd]([P](C2C=CC=CC=2)(C2C=CC=CC=2)C2C=CC=CC=2)([P](C2C=CC=CC=2)(C2C=CC=CC=2)C2C=CC=CC=2)[P](C2C=CC=CC=2)(C2C=CC=CC=2)C2C=CC=CC=2)(C2C=CC=CC=2)C2C=CC=CC=2)=CC=1.[Cu]I. The product is [OH:10][C:3]1([C:1]#[C:2][C:19]2[CH:40]=[CH:39][C:22]([C:23]([NH:25][S:26]([C:29]3[CH:34]=[CH:33][CH:32]=[CH:31][C:30]=3[S:35](=[O:37])(=[O:38])[NH2:36])(=[O:27])=[O:28])=[O:24])=[CH:21][C:20]=2[O:41][CH:42]([CH3:44])[CH3:43])[CH2:9][CH2:8][CH2:7][CH2:6][CH2:5][CH2:4]1. The yield is 0.290. (4) The reactants are C(OC(=O)[NH:7][C@H:8]([CH2:37][C:38]1[CH:43]=[C:42]([F:44])[C:41]([F:45])=[CH:40][C:39]=1[F:46])[CH2:9][C:10]([N:12]1[CH2:17][CH2:16][N:15]2[C:18]([C:33]([F:36])([F:35])[F:34])=[N:19][C:20]([C:21]([N:23]3[CH2:28][CH2:27][N:26]([S:29]([CH3:32])(=[O:31])=[O:30])[CH2:25][CH2:24]3)=[O:22])=[C:14]2[CH2:13]1)=[O:11])(C)(C)C.[ClH:48]. The catalyst is C(OCC)(=O)C. The product is [ClH:48].[NH2:7][C@H:8]([CH2:37][C:38]1[CH:43]=[C:42]([F:44])[C:41]([F:45])=[CH:40][C:39]=1[F:46])[CH2:9][C:10]([N:12]1[CH2:17][CH2:16][N:15]2[C:18]([C:33]([F:36])([F:34])[F:35])=[N:19][C:20]([C:21]([N:23]3[CH2:28][CH2:27][N:26]([S:29]([CH3:32])(=[O:30])=[O:31])[CH2:25][CH2:24]3)=[O:22])=[C:14]2[CH2:13]1)=[O:11]. The yield is 0.990. (5) The reactants are [CH3:1][O:2][B:3](OC)OC.[F:8][C:9]1[CH:14]=[CH:13][C:12]([Mg]Br)=[CH:11][CH:10]=1. The catalyst is O1CCCC1. The product is [F:8][C:9]1[CH:14]=[CH:13][C:12]([B:3]([C:12]2[CH:13]=[CH:14][C:9]([F:8])=[CH:10][CH:11]=2)[O:2][CH3:1])=[CH:11][CH:10]=1. The yield is 0.890. (6) The reactants are [Br:1][C:2]1[CH:3]=[CH:4][CH:5]=[C:6]2[C:28]=1[C:9]1([CH2:14][CH2:13][N:12]([C:15]([NH:17][CH:18]3[CH:25]4[CH2:26][CH:21]5[CH2:22][CH:23]([CH2:27][CH:19]3[CH2:20]5)[CH2:24]4)=[O:16])[CH2:11][CH2:10]1)[CH2:8][CH:7]2[C:29]([CH3:33])([CH3:32])[CH:30]=[O:31].CC(C)=[O:36]. No catalyst specified. The product is [Br:1][C:2]1[CH:3]=[CH:4][CH:5]=[C:6]2[C:28]=1[C:9]1([CH2:10][CH2:11][N:12]([C:15](=[O:16])[NH:17][CH:18]3[CH:25]4[CH2:26][CH:21]5[CH2:22][CH:23]([CH2:27][CH:19]3[CH2:20]5)[CH2:24]4)[CH2:13][CH2:14]1)[CH2:8][CH:7]2[C:29]([CH3:33])([CH3:32])[C:30]([OH:36])=[O:31]. The yield is 0.0500.